The task is: Predict which catalyst facilitates the given reaction.. This data is from Catalyst prediction with 721,799 reactions and 888 catalyst types from USPTO. (1) Reactant: [F:1][C:2]1[CH:7]=[CH:6][CH:5]=[CH:4][C:3]=1[C@H:8]1[C:12]([C:20]2[CH:25]=[CH:24][C:23]([F:26])=[CH:22][CH:21]=2)([C:13]2[CH:18]=[CH:17][C:16]([F:19])=[CH:15][CH:14]=2)[O:11][C:10](=[O:27])[N:9]1[CH2:28][C:29]([NH:31][NH2:32])=O.Cl.[CH:34](=[NH:38])OCC. Product: [N:32]1[N:31]=[C:29]([CH2:28][N:9]2[C@@H:8]([C:3]3[CH:4]=[CH:5][CH:6]=[CH:7][C:2]=3[F:1])[C:12]([C:13]3[CH:14]=[CH:15][C:16]([F:19])=[CH:17][CH:18]=3)([C:20]3[CH:25]=[CH:24][C:23]([F:26])=[CH:22][CH:21]=3)[O:11][C:10]2=[O:27])[NH:38][CH:34]=1. The catalyst class is: 514. (2) Reactant: [CH3:1][O:2][C:3]1[CH:8]=[CH:7][C:6]([C:9]2(O)[CH2:14][CH2:13][O:12][CH2:11][CH2:10]2)=[CH:5][CH:4]=1.Cl. Product: [CH3:1][O:2][C:3]1[CH:4]=[CH:5][C:6]([CH:9]2[CH2:14][CH2:13][O:12][CH2:11][CH2:10]2)=[CH:7][CH:8]=1. The catalyst class is: 29. (3) Reactant: [NH2:1][C:2]1[CH:7]=[CH:6][C:5]([Cl:8])=[CH:4][C:3]=1[C:9]([C:11]1[CH:16]=[CH:15][N:14]=[CH:13][CH:12]=1)=[O:10].[CH3:17][C:18]([C:25]1[CH:30]=[CH:29][C:28]([S:31](Cl)(=[O:33])=[O:32])=[CH:27][CH:26]=1)([C:20]1[N:21]=[CH:22][O:23][CH:24]=1)[CH3:19]. Product: [Cl:8][C:5]1[CH:6]=[CH:7][C:2]([NH:1][S:31]([C:28]2[CH:27]=[CH:26][C:25]([C:18]([CH3:19])([C:20]3[N:21]=[CH:22][O:23][CH:24]=3)[CH3:17])=[CH:30][CH:29]=2)(=[O:32])=[O:33])=[C:3]([C:9]([C:11]2[CH:16]=[CH:15][N:14]=[CH:13][CH:12]=2)=[O:10])[CH:4]=1. The catalyst class is: 17. (4) Reactant: [Br:1][C:2]1[CH:7]=[CH:6][C:5]([CH2:8][C:9]([O:11][CH2:12][CH3:13])=[O:10])=[CH:4][CH:3]=1.[Li+].C[Si]([N-][Si](C)(C)C)(C)C.[Cl:24][CH2:25][C:26]([CH2:28]Cl)=[CH2:27].C(=O)(O)[O-].[Na+]. Product: [Br:1][C:2]1[CH:3]=[CH:4][C:5]([CH:8]([CH2:28][C:26]([CH2:25][Cl:24])=[CH2:27])[C:9]([O:11][CH2:12][CH3:13])=[O:10])=[CH:6][CH:7]=1. The catalyst class is: 1. (5) Reactant: C([NH:9][C:10]1[S:11][CH2:12][C@@H:13]2[CH2:19][C@H:18]([C:20]([NH2:22])=[O:21])[O:17][CH2:16][C@:14]2([C:23]2[CH:28]=[CH:27][C:26]([F:29])=[CH:25][C:24]=2[F:30])[N:15]=1)(=O)C1C=CC=CC=1.N12CCCN=C1CCCCC2. Product: [NH2:9][C:10]1[S:11][CH2:12][C@@H:13]2[CH2:19][C@H:18]([C:20]([NH2:22])=[O:21])[O:17][CH2:16][C@:14]2([C:23]2[CH:28]=[CH:27][C:26]([F:29])=[CH:25][C:24]=2[F:30])[N:15]=1. The catalyst class is: 5.